From a dataset of Forward reaction prediction with 1.9M reactions from USPTO patents (1976-2016). Predict the product of the given reaction. (1) Given the reactants Cl[C:2]1[C:3]2[C:10]([C:11]3[CH:16]=[CH:15][C:14](OC)=[CH:13][CH:12]=3)=[CH:9][NH:8][C:4]=2[N:5]=[CH:6][N:7]=1.C1(S(N2C3N=CN=C([Cl:37])C=3C(I)=C2)(=O)=O)C=CC=CC=1.ClC1C=CC(B(O)O)=CC=1.[NH2:49][C:50]1[CH:51]=[C:52]([C:56]#[CH:57])[CH:53]=[CH:54][CH:55]=1, predict the reaction product. The product is: [Cl:37][C:14]1[CH:15]=[CH:16][C:11]([C:10]2[C:3]3[C:2]([NH:49][C:50]4[CH:55]=[CH:54][CH:53]=[C:52]([C:56]#[CH:57])[CH:51]=4)=[N:7][CH:6]=[N:5][C:4]=3[NH:8][CH:9]=2)=[CH:12][CH:13]=1. (2) Given the reactants [F:1][C:2]1[C:7]([F:8])=[CH:6][CH:5]=[CH:4][C:3]=1[C:9]1[N:31]=[C:12]2[CH:13]=[N:14][N:15]([CH2:17][C:18]3[O:22][N:21]=[C:20]([C:23]4[CH:30]=[CH:29][C:26]([C:27]#[N:28])=[CH:25][CH:24]=4)[CH:19]=3)[CH:16]=[C:11]2[N:10]=1.[N-:32]=[N+:33]=[N-:34].[Na+].[Cl-].[NH4+], predict the reaction product. The product is: [F:1][C:2]1[C:7]([F:8])=[CH:6][CH:5]=[CH:4][C:3]=1[C:9]1[N:31]=[C:12]2[CH:13]=[N:14][N:15]([CH2:17][C:18]3[O:22][N:21]=[C:20]([C:23]4[CH:30]=[CH:29][C:26]([C:27]5[NH:34][N:33]=[N:32][N:28]=5)=[CH:25][CH:24]=4)[CH:19]=3)[CH:16]=[C:11]2[N:10]=1. (3) Given the reactants [NH2:1][C:2]1[S:6][C:5]2[CH2:7][CH2:8][CH2:9][CH2:10][C:4]=2[C:3]=1[C:11]([C:13]1[CH:18]=[CH:17][C:16]([F:19])=[CH:15][CH:14]=1)=O.[C:20]([O:27][CH3:28])(=[O:26])[CH2:21][CH2:22][C:23]([CH3:25])=O.Cl[Si](C)(C)C, predict the reaction product. The product is: [CH3:25][C:23]1[N:1]=[C:2]2[S:6][C:5]3[CH2:7][CH2:8][CH2:9][CH2:10][C:4]=3[C:3]2=[C:11]([C:13]2[CH:18]=[CH:17][C:16]([F:19])=[CH:15][CH:14]=2)[C:22]=1[CH2:21][C:20]([O:27][CH3:28])=[O:26]. (4) The product is: [CH2:15]([N:18]([C:12](=[O:14])[CH2:11][CH:8]1[CH2:7][CH2:6][N:5]([S:2]([CH3:1])(=[O:3])=[O:4])[CH2:10][CH2:9]1)[CH:19]1[CH2:20][CH2:21][N:22]([C:25]([O:27][C:28]([CH3:31])([CH3:30])[CH3:29])=[O:26])[CH2:23][CH2:24]1)[CH:16]=[CH2:17]. Given the reactants [CH3:1][S:2]([N:5]1[CH2:10][CH2:9][CH:8]([CH2:11][C:12]([OH:14])=O)[CH2:7][CH2:6]1)(=[O:4])=[O:3].[CH2:15]([NH:18][CH:19]1[CH2:24][CH2:23][N:22]([C:25]([O:27][C:28]([CH3:31])([CH3:30])[CH3:29])=[O:26])[CH2:21][CH2:20]1)[CH:16]=[CH2:17].C(N(CC)CC)C.C([O-])(O)=O.[Na+], predict the reaction product. (5) The product is: [NH2:35][C:36]1[N:40]([C:41]2[C:42]([Cl:52])=[CH:43][C:44]([C:48]([F:49])([F:50])[F:51])=[CH:45][C:46]=2[Cl:47])[N:39]=[C:38]([C:53]#[N:54])[C:37]=1[S:55]([C:58]([F:59])([F:61])[F:60])=[O:56]. Given the reactants FC(F)(F)C(O)=O.NC1N(C2C(Cl)=CC(C(F)(F)F)=CC=2Cl)N=C(C#N)C=1SC(F)(F)F.OO.[NH2:35][C:36]1[N:40]([C:41]2[C:46]([Cl:47])=[CH:45][C:44]([C:48]([F:51])([F:50])[F:49])=[CH:43][C:42]=2[Cl:52])[N:39]=[C:38]([C:53]#[N:54])[C:37]=1[S:55]([C:58]([F:61])([F:60])[F:59])(=O)=[O:56].S(=O)=O, predict the reaction product. (6) Given the reactants C(O)(=O)C.[Cl:5][C:6]1[CH:7]=[CH:8][C:9]([O:12][CH:13]2[CH2:18][CH2:17][NH:16][CH2:15][CH2:14]2)=[N:10][CH:11]=1.[OH-].[Na+], predict the reaction product. The product is: [Cl:5][C:6]1[CH:7]=[CH:8][C:9]([O:12][CH:13]2[CH2:18][CH2:17][NH:16][CH2:15][CH2:14]2)=[N:10][CH:11]=1. (7) The product is: [CH3:5][O:6][C:7]1[CH:8]=[C:9]2[C:14](=[CH:15][CH:16]=1)[CH:13]=[C:12]([C:17]1[CH:22]=[C:21]([C:23]([O:25][CH3:26])=[O:24])[CH:20]=[CH:19][N:18]=1)[CH:11]=[CH:10]2. Given the reactants S(Cl)(Cl)=O.[CH3:5][O:6][C:7]1[CH:8]=[C:9]2[C:14](=[CH:15][CH:16]=1)[CH:13]=[C:12]([C:17]1[CH:22]=[C:21]([C:23]([OH:25])=[O:24])[CH:20]=[CH:19][N:18]=1)[CH:11]=[CH:10]2.[CH3:26]O, predict the reaction product.